Dataset: Full USPTO retrosynthesis dataset with 1.9M reactions from patents (1976-2016). Task: Predict the reactants needed to synthesize the given product. Given the product [CH3:31][C:15]1[C:14]([N:13]2[CH2:12][CH2:11][C:5]3([CH2:6][CH2:7][O:8][CH2:9][CH2:10]3)[C:3]2=[O:2])=[CH:19][CH:18]=[C:17]([N:20]2[CH2:24][CH2:23][C@@H:22]([N:25]3[CH2:29][CH2:28][CH2:27][C@@H:26]3[CH3:30])[CH2:21]2)[N:16]=1, predict the reactants needed to synthesize it. The reactants are: C[O:2][C:3]([C:5]1([CH2:11][CH2:12][NH:13][C:14]2[C:15]([CH3:31])=[N:16][C:17]([N:20]3[CH2:24][CH2:23][C@@H:22]([N:25]4[CH2:29][CH2:28][CH2:27][C@@H:26]4[CH3:30])[CH2:21]3)=[CH:18][CH:19]=2)[CH2:10][CH2:9][O:8][CH2:7][CH2:6]1)=O.CC(C)([O-])C.[K+].